This data is from Peptide-MHC class I binding affinity with 185,985 pairs from IEDB/IMGT. The task is: Regression. Given a peptide amino acid sequence and an MHC pseudo amino acid sequence, predict their binding affinity value. This is MHC class I binding data. (1) The peptide sequence is VSEKYTDMY. The MHC is HLA-B38:01 with pseudo-sequence HLA-B38:01. The binding affinity (normalized) is 0.0847. (2) The MHC is HLA-A02:03 with pseudo-sequence HLA-A02:03. The binding affinity (normalized) is 0.370. The peptide sequence is ALAKAAAAS. (3) The peptide sequence is FYRNISDPL. The MHC is HLA-A68:02 with pseudo-sequence HLA-A68:02. The binding affinity (normalized) is 0.302. (4) The MHC is H-2-Db with pseudo-sequence H-2-Db. The binding affinity (normalized) is 0.153. The peptide sequence is LSPFKLTYFL. (5) The peptide sequence is GVVTRSGAY. The MHC is HLA-A30:02 with pseudo-sequence HLA-A30:02. The binding affinity (normalized) is 0.794. (6) The peptide sequence is FVKDWMDRI. The MHC is HLA-B46:01 with pseudo-sequence HLA-B46:01. The binding affinity (normalized) is 0.0847. (7) The peptide sequence is YLHRDIFDI. The MHC is HLA-B08:01 with pseudo-sequence HLA-B08:01. The binding affinity (normalized) is 0.0847. (8) The peptide sequence is RQTALFLLKLA. The MHC is Mamu-B03 with pseudo-sequence Mamu-B03. The binding affinity (normalized) is 0.447.